Dataset: Catalyst prediction with 721,799 reactions and 888 catalyst types from USPTO. Task: Predict which catalyst facilitates the given reaction. (1) Reactant: [C:1]1(C)[CH:6]=[CH:5][CH:4]=[CH:3][C:2]=1[C:7]1[N:11]([CH:12]2[CH2:17][CH2:16][CH2:15][CH2:14][O:13]2)[N:10]=[C:9]([NH2:18])[CH:8]=1.[O:20]1[CH2:25][CH2:24][CH2:23][CH2:22][CH:21]1[N:26]1[C:30]([C:31]2[CH:36]=[CH:35][C:34]([CH3:37])=[CH:33][CH:32]=2)=[CH:29][C:28]([C:38]([OH:40])=O)=[N:27]1.[I-].Cl[C:43]1C=CC=C[N+]=1C.CCN(C(C)C)C(C)C. Product: [O:20]1[CH2:25][CH2:24][CH2:23][CH2:22][CH:21]1[N:26]1[C:30]([C:31]2[CH:36]=[CH:35][C:34]([CH3:37])=[CH:33][CH:32]=2)=[CH:29][C:28]([C:38]([NH:18][C:9]2[CH:8]=[C:7]([C:2]3[CH:1]=[CH:6][C:5]([CH3:43])=[CH:4][CH:3]=3)[N:11]([CH:12]3[CH2:17][CH2:16][CH2:15][CH2:14][O:13]3)[N:10]=2)=[O:40])=[N:27]1. The catalyst class is: 34. (2) Reactant: Br[C:2]1[N:7]=[C:6]2[N:8]([CH2:12][C:13]([CH3:16])([CH3:15])[CH3:14])[C:9]([NH2:11])=[N:10][C:5]2=[CH:4][CH:3]=1.CCN(CC)CC.[C:24]([C:26]1[CH:31]=[CH:30][C:29]([F:32])=[CH:28][C:27]=1[F:33])#[CH:25]. Product: [F:33][C:27]1[CH:28]=[C:29]([F:32])[CH:30]=[CH:31][C:26]=1[C:24]#[C:25][C:2]1[N:7]=[C:6]2[N:8]([CH2:12][C:13]([CH3:16])([CH3:15])[CH3:14])[C:9]([NH2:11])=[N:10][C:5]2=[CH:4][CH:3]=1. The catalyst class is: 11. (3) Reactant: Cl[C:2]1[N:3]=[C:4]([N:11]2[CH2:16][CH2:15][O:14][CH2:13][CH2:12]2)[C:5]2[S:10][CH:9]=[CH:8][C:6]=2[N:7]=1.[NH:17]1[C:25]2[CH:24]=[CH:23][CH:22]=[C:21](B(O)O)[C:20]=2[CH:19]=[CH:18]1.C(=O)([O-])O.[Na+]. Product: [NH:17]1[C:25]2[C:20](=[C:21]([C:2]3[N:3]=[C:4]([N:11]4[CH2:16][CH2:15][O:14][CH2:13][CH2:12]4)[C:5]4[S:10][CH:9]=[CH:8][C:6]=4[N:7]=3)[CH:22]=[CH:23][CH:24]=2)[CH:19]=[CH:18]1. The catalyst class is: 600. (4) Reactant: [NH2:1][C:2]1[C:10]2[C:5](=[N:6][C:7]([N:15]3[CH2:20][CH2:19][CH:18]([NH:21][CH2:22][CH:23]([C:25]4[CH:30]=[CH:29][C:28](Br)=[CH:27][N:26]=4)[OH:24])[CH2:17][CH2:16]3)=[CH:8][C:9]=2[C:11]([F:14])([F:13])[F:12])[S:4][C:3]=1[C:32]([NH2:34])=[O:33].B1(B2OC(C)(C)C(C)(C)O2)OC(C)(C)C(C)(C)O1.C([O-])(=O)C.[K+].N#N.Br[C:61]1[CH:69]=[C:68]2[C:64]([CH2:65][C:66](=[O:70])[NH:67]2)=[CH:63][CH:62]=1.C(=O)([O-])[O-].[K+].[K+]. Product: [NH2:1][C:2]1[C:10]2[C:5](=[N:6][C:7]([N:15]3[CH2:20][CH2:19][CH:18]([NH:21][CH2:22][CH:23]([OH:24])[C:25]4[CH:30]=[CH:29][C:28]([C:61]5[CH:69]=[C:68]6[C:64]([CH2:65][C:66](=[O:70])[NH:67]6)=[CH:63][CH:62]=5)=[CH:27][N:26]=4)[CH2:17][CH2:16]3)=[CH:8][C:9]=2[C:11]([F:14])([F:13])[F:12])[S:4][C:3]=1[C:32]([NH2:34])=[O:33]. The catalyst class is: 339.